This data is from Peptide-MHC class I binding affinity with 185,985 pairs from IEDB/IMGT. The task is: Regression. Given a peptide amino acid sequence and an MHC pseudo amino acid sequence, predict their binding affinity value. This is MHC class I binding data. (1) The peptide sequence is NMLREGLSP. The MHC is HLA-B27:05 with pseudo-sequence HLA-B27:05. The binding affinity (normalized) is 0.222. (2) The peptide sequence is IHSDQLSKF. The MHC is HLA-B08:01 with pseudo-sequence HLA-B08:01. The binding affinity (normalized) is 0.0847. (3) The peptide sequence is NPNQNKNVAL. The MHC is HLA-B07:02 with pseudo-sequence HLA-B07:02. The binding affinity (normalized) is 0.319.